This data is from Catalyst prediction with 721,799 reactions and 888 catalyst types from USPTO. The task is: Predict which catalyst facilitates the given reaction. (1) Reactant: [CH3:1][O:2][C:3]([C:5]1[S:6][CH:7]=[CH:8][C:9]=1[NH2:10])=[O:4].[OH-].[K+].ClC(Cl)([O:16]C(=O)OC(Cl)(Cl)Cl)Cl. Product: [NH:10]1[C:9]2[CH:8]=[CH:7][S:6][C:5]=2[C:3](=[O:4])[O:2][C:1]1=[O:16]. The catalyst class is: 226. (2) The catalyst class is: 1. Reactant: [F:1][C:2]1[CH:3]=[CH:4][C:5]([O:12][CH3:13])=[C:6]([S:8](Cl)(=[O:10])=[O:9])[CH:7]=1.[N:14]1[CH:19]=[CH:18][CH:17]=[C:16]([NH2:20])[CH:15]=1.O. Product: [F:1][C:2]1[CH:3]=[CH:4][C:5]([O:12][CH3:13])=[C:6]([S:8]([NH:20][C:16]2[CH:15]=[N:14][CH:19]=[CH:18][CH:17]=2)(=[O:10])=[O:9])[CH:7]=1. (3) Reactant: Cl[C:2]1[C:11]([CH2:12][OH:13])=[CH:10][C:9]2[C:4](=[C:5]([CH3:14])[CH:6]=[CH:7][CH:8]=2)[N:3]=1.[CH3:15][O:16][C:17]1[CH:18]=[C:19](B(O)O)[CH:20]=[CH:21][CH:22]=1.C([O-])([O-])=O.[K+].[K+]. Product: [CH3:15][O:16][C:17]1[CH:22]=[C:21]([C:2]2[C:11]([CH2:12][OH:13])=[CH:10][C:9]3[C:4](=[C:5]([CH3:14])[CH:6]=[CH:7][CH:8]=3)[N:3]=2)[CH:20]=[CH:19][CH:18]=1. The catalyst class is: 70. (4) Reactant: [ClH:1].O1CCOCC1.[CH2:8]([O:15][C:16]1[CH:21]=[CH:20][C:19]([C:22]2[CH:27]=[CH:26][C:25]([F:28])=[C:24]([CH2:29][C@H:30]([N:35]([C:37](=[O:61])[C@H:38]([NH:53]C(OC(C)(C)C)=O)[CH2:39][CH2:40][CH2:41][NH:42][C:43]([O:45][CH2:46][C:47]3[CH:52]=[CH:51][CH:50]=[CH:49][CH:48]=3)=[O:44])[CH3:36])[C:31]([O:33][CH3:34])=[O:32])[CH:23]=2)=[CH:18][C:17]=1[CH2:62][C@H:63]([NH:78][C:79]([O:81][CH2:82][C:83]1[CH:88]=[CH:87][CH:86]=[CH:85][CH:84]=1)=[O:80])[C:64]([O:66][C:67]1[C:72]([F:73])=[C:71]([F:74])[C:70]([F:75])=[C:69]([F:76])[C:68]=1[F:77])=[O:65])[C:9]1[CH:14]=[CH:13][CH:12]=[CH:11][CH:10]=1. Product: [ClH:1].[NH2:53][C@H:38]([CH2:39][CH2:40][CH2:41][NH:42][C:43]([O:45][CH2:46][C:47]1[CH:48]=[CH:49][CH:50]=[CH:51][CH:52]=1)=[O:44])[C:37]([N:35]([CH3:36])[C@@H:30]([CH2:29][C:24]1[CH:23]=[C:22]([C:19]2[CH:20]=[CH:21][C:16]([O:15][CH2:8][C:9]3[CH:10]=[CH:11][CH:12]=[CH:13][CH:14]=3)=[C:17]([CH2:62][C@H:63]([NH:78][C:79]([O:81][CH2:82][C:83]3[CH:84]=[CH:85][CH:86]=[CH:87][CH:88]=3)=[O:80])[C:64](=[O:65])[O:66][C:67]3[C:68]([F:77])=[C:69]([F:76])[C:70]([F:75])=[C:71]([F:74])[C:72]=3[F:73])[CH:18]=2)[CH:27]=[CH:26][C:25]=1[F:28])[C:31]([O:33][CH3:34])=[O:32])=[O:61]. The catalyst class is: 12. (5) The catalyst class is: 44. Product: [NH2:7][C:8]1[CH:15]=[C:14]([NH:6][C:1]23[CH2:5][CH:3]([CH2:4]2)[CH2:2]3)[C:11]([C:12]#[N:13])=[CH:10][N:9]=1. Reactant: [C:1]12([NH2:6])[CH2:5][CH:3]([CH2:4]1)[CH2:2]2.[NH2:7][C:8]1[CH:15]=[C:14](F)[C:11]([C:12]#[N:13])=[CH:10][N:9]=1.C(N(C(C)C)CC)(C)C.